This data is from Forward reaction prediction with 1.9M reactions from USPTO patents (1976-2016). The task is: Predict the product of the given reaction. (1) Given the reactants S([O:11][CH:12]1[CH2:15][N:14]([C:16]([O:18][C:19]([CH3:22])([CH3:21])[CH3:20])=[O:17])[CH2:13]1)(C1C=CC(C)=CC=1)(=O)=O.[Cl:23][C:24]1[CH:29]=[C:28]([Cl:30])[CH:27]=[CH:26][C:25]=1O.C(=O)([O-])[O-].[K+].[K+], predict the reaction product. The product is: [Cl:23][C:24]1[CH:29]=[C:28]([Cl:30])[CH:27]=[CH:26][C:25]=1[O:11][CH:12]1[CH2:13][N:14]([C:16]([O:18][C:19]([CH3:20])([CH3:21])[CH3:22])=[O:17])[CH2:15]1. (2) The product is: [C:21]([O:25][C:26](=[O:27])[NH:28][C@H:29]([CH2:34][C:35]1[CH:40]=[C:39]([F:41])[C:38]([F:42])=[CH:37][C:36]=1[F:43])[CH2:30][C:31]([N:14]1[CH2:15][CH2:16][N:11]2[C:10]([C:17]([F:18])([F:20])[F:19])=[N:9][C:8]([C:6]([CH:1]3[CH2:2][CH2:3][CH2:4][CH2:5]3)=[O:7])=[C:12]2[CH2:13]1)=[O:32])([CH3:24])([CH3:22])[CH3:23]. Given the reactants [CH:1]1([C:6]([C:8]2[N:9]=[C:10]([C:17]([F:20])([F:19])[F:18])[N:11]3[CH2:16][CH2:15][NH:14][CH2:13][C:12]=23)=[O:7])[CH2:5][CH2:4][CH2:3][CH2:2]1.[C:21]([O:25][C:26]([NH:28][C@H:29]([CH2:34][C:35]1[CH:40]=[C:39]([F:41])[C:38]([F:42])=[CH:37][C:36]=1[F:43])[CH2:30][C:31](O)=[O:32])=[O:27])([CH3:24])([CH3:23])[CH3:22].C(N(CC)CC)C.O=C1N(P(Cl)(N2CCOC2=O)=O)CCO1, predict the reaction product. (3) Given the reactants [CH:1]1([CH2:4][CH2:5][OH:6])[CH2:3][CH2:2]1.C1(P(C2C=CC=CC=2)C2C=CC=CC=2)C=CC=CC=1.O[C:27]1[CH:36]=[CH:35][C:30]([C:31]([O:33][CH3:34])=[O:32])=[CH:29][CH:28]=1.C1(C)C=CC=CC=1.N(C(OCC)=O)=NC(OCC)=O, predict the reaction product. The product is: [CH:1]1([CH2:4][CH2:5][O:6][C:27]2[CH:36]=[CH:35][C:30]([C:31]([O:33][CH3:34])=[O:32])=[CH:29][CH:28]=2)[CH2:3][CH2:2]1. (4) Given the reactants [Br:1][C:2]1[C:3]2[S:11][C:10]3[CH:12]=[CH:13][C:14]([Cl:16])=[CH:15][C:9]=3[C:4]=2[C:5](O)=[N:6][CH:7]=1.O=P(Cl)(Cl)[Cl:19], predict the reaction product. The product is: [Br:1][C:2]1[C:3]2[S:11][C:10]3[CH:12]=[CH:13][C:14]([Cl:16])=[CH:15][C:9]=3[C:4]=2[C:5]([Cl:19])=[N:6][CH:7]=1. (5) Given the reactants [C:1]([C:5]1[CH:6]=[C:7]([CH:9]=[C:10]([I:14])[C:11]=1[O:12][CH3:13])[NH2:8])([CH3:4])([CH3:3])[CH3:2].[CH:15]([N:18]=[C:19]=[O:20])([CH3:17])[CH3:16], predict the reaction product. The product is: [C:1]([C:5]1[CH:6]=[C:7]([NH:8][C:19]([NH:18][CH:15]([CH3:17])[CH3:16])=[O:20])[CH:9]=[C:10]([I:14])[C:11]=1[O:12][CH3:13])([CH3:4])([CH3:2])[CH3:3]. (6) Given the reactants C(O[BH-](OC(=O)C)OC(=O)C)(=O)C.[Na+].[NH2:15][C:16]1[CH:21]=[CH:20][CH:19]=[CH:18][CH:17]=1.[C:22]1([CH2:28][CH:29]=O)[CH:27]=[CH:26][CH:25]=[CH:24][CH:23]=1, predict the reaction product. The product is: [CH2:29]([NH:15][C:16]1[CH:21]=[CH:20][CH:19]=[CH:18][CH:17]=1)[CH2:28][C:22]1[CH:27]=[CH:26][CH:25]=[CH:24][CH:23]=1. (7) Given the reactants F[C:2]1[C:3]([S:18]([CH3:21])(=[O:20])=[O:19])=[CH:4][C:5]([CH3:17])=[C:6]([B:8]2[O:12][C:11]([CH3:14])([CH3:13])[C:10]([CH3:16])([CH3:15])[O:9]2)[CH:7]=1.[Cl:22]C1C=CC(C)=CC=1O, predict the reaction product. The product is: [Cl:22][C:2]1[C:3]([S:18]([CH3:21])(=[O:20])=[O:19])=[CH:4][C:5]([CH3:17])=[C:6]([B:8]2[O:12][C:11]([CH3:14])([CH3:13])[C:10]([CH3:16])([CH3:15])[O:9]2)[CH:7]=1.